Dataset: Full USPTO retrosynthesis dataset with 1.9M reactions from patents (1976-2016). Task: Predict the reactants needed to synthesize the given product. Given the product [CH2:1]([O:3][CH:4]([CH2:10][C:11]1[CH:12]=[N:13][C:14]2[C:19]([CH:20]=1)=[CH:18][C:17]([O:21][CH2:22][O:23][CH3:24])=[CH:16][CH:15]=2)[C:5]([O:7][CH2:8][CH3:9])=[O:6])[CH3:2], predict the reactants needed to synthesize it. The reactants are: [CH2:1]([O:3][C:4](=[CH:10][C:11]1[CH:12]=[N:13][C:14]2[C:19]([CH:20]=1)=[CH:18][C:17]([O:21][CH2:22][O:23][CH3:24])=[CH:16][CH:15]=2)[C:5]([O:7][CH2:8][CH3:9])=[O:6])[CH3:2].